From a dataset of Experimentally validated miRNA-target interactions with 360,000+ pairs, plus equal number of negative samples. Binary Classification. Given a miRNA mature sequence and a target amino acid sequence, predict their likelihood of interaction. (1) The miRNA is hsa-miR-887-5p with sequence CUUGGGAGCCCUGUUAGACUC. The protein sequence of the target gene is MAYCLTNCYQYSVTFEDTAVDFTQEEWILLDPVQRNLYRDVMLENYENVAKVGFQLFKPSVISWLEEEELRTLQQGVLQDWAIKHQTSVSALQQEFWKIQTSNGIQMDLVTFDSVAVEFTQEEWTLLDPAQRNLYSDVMLENYKNLSSVGYQLFKPSLISWLEEEEELSTLPRVLQEWKMCLKTKGPALWQDNFCLKTLNGIQLARNQNGEELYDCKQCEDVFCKHPCLKTNMSTQNRGNTSECIQYAKDLLSLYNKTSTIRKVSVFSKHGKSFRLILNVQVQRKCTQDKSFEGTDYGKA.... Result: 1 (interaction). (2) The miRNA is mmu-miR-882 with sequence AGGAGAGAGUUAGCGCAUUAGU. The protein sequence of the target gene is MGVKKKREMQVAALTVCHQDMETLRSFADMEGKNLASLLLHCVQLTDGVSQIHSIKQIVPLLEKVDKNGVCDPAIQSCLDILAGIYFSLTLKNPLKKVLASSLNGLPEVFLTQATHSFTFHLQEELDTADLYSYRKVMDNISSCMENFNLGRASVVNLLKDVLHFLQKSLIEILEENRKFAGNRIVQTQLMSDLLVGVRVAMTLVQKVQGPQGSLWNDSSSPIWQSMCGLLSIFTKFLNDDDLLQTVESTSGLAVILFIKTMFRPSEKLPGLISSLLLRSAECTSIPEWLMNSCRSLCCT.... Result: 1 (interaction). (3) Result: 0 (no interaction). The miRNA is rno-miR-327 with sequence CCUUGAGGGGCAUGAGGGU. The protein sequence of the target gene is MGKAKVPASKRAPSSPVAKPGPVKTLTRKKNKKKKRFWKSKAREVSKKPASGPGAVVRPPKAPEDFSQNWKALQEWLLKQKSQAPEKPLVISQMGSKKKPKIIQQNKKETSPQVKGEEMPAGKDQEASRGSVPSGSKMDRRAPVPRTKASGTEHNKKGTKERTNGDIVPERGDIEHKKRKAKEAAPAPPTEEDIWFDDVDPADIEAAIGPEAAKIARKQLGQSEGSVSLSLVKEQAFGGLTRALALDCEMVGVGPKGEESMAARVSIVNQYGKCVYDKYVKPTEPVTDYRTAVSGIRPEN.... (4) The miRNA is hsa-miR-6848-3p with sequence GUGGUCUCUUGGCCCCCAG. The protein sequence of the target gene is MPLLHRKPFVRQKPPADLRPDEEVFYCKVTNEIFRHYDDFFERTILCNSLVWSCAVTGRPGLTYQEALESEKKARQNLQSFPEPLIIPVLYLTSLTHRSRLHEICDDIFAYVKDRYFVEETVEVIRNNGARLQCRILEVLPPSHQNGFANGHVNSVDGETIIISDSDDSETQSCSFQNGKKKDAIDPLLFKYKVQPTKKELHESAIVKATQISRRKHLFSRDKLKLFLKQHCEPQDGVIKIKASSLSTYKIAEQDFSYFFPDDPPTFIFSPANRRRGRPPKRIHISQEDNVANKQTLASY.... Result: 0 (no interaction). (5) The miRNA is mmu-miR-574-5p with sequence UGAGUGUGUGUGUGUGAGUGUGU. The protein sequence of the target gene is MAAAQEADGARSAVVAAGGGSSGQVTSNGSIGRDPPAETQPQNPPAQPAPNAWQVIKGVLFRIFIIWAISSWFRRGPAPQDQAGPGGAPRVASRNLFPKDTLMNLHVYISEHEHFTDFNATSALFWEQHDLVYGDWTSGENSDGCYEHFAELDIPQSVQQNGSIYIHVYFTKSGFHPDPRQKALYRRLATVHMSRMINKYKRRRFQKTKNLLTGETEADPEMIKRAEDYGPVEVISHWHPNITINIVDDHTPWVKGSVPPPLDQYVKFDAVSGDYYPIIYFNDYWNLQKDYYPINESLAS.... Result: 0 (no interaction). (6) The miRNA is cel-miR-1824-5p with sequence UGGCAGUGUUUCUCCCCCAACUU. The protein sequence of the target gene is MTEVPWSVVPNGTDAAFLAGLGSLWGNSTVASTAAVSSSFQCALTKTGFQFYYLPAVYILVFIIGFLGNSVAIWMFVFHMKPWSGISVYMFNLALADFLYVLTLPALIFYYFNKTDWIFGDAMCKLQRFIFHVNLYGSILFLTCISAHRYSGVVYPLKSLGRLKKKNAIYVSVLVWLIVVVAISPILFYSGTGTRKNKTVTCYDTTSNDYLRSYFIYSMCTTVAMFCIPLVLILGCYGLIVKALIYNDLDNSPLRRKSIYLVIIVLTVFAVSYIPFHVMKTMNLRARLDFQTPEMCDFND.... Result: 0 (no interaction). (7) The miRNA is mmu-miR-7684-3p with sequence UGCUGACUGGGGCUGGCCUGUG. The protein sequence of the target gene is MAPGCKTELRSVTNGQSNQPSNEGDAIKVFVRIRPPAERSGSADGEQNLCLSVLSSTSLRLHSNPEPKTFTFDHVADVDTTQESVFATVAKSIVESCMSGYNGTIFAYGQTGSGKTFTMMGPSESDNFSHNLRGVIPRSFEYLFSLIDREKEKAGAGKSFLCKCSFIEIYNEQIYDLLDSASAGLYLREHIKKGVFVVGAVEQVVTSAAEAYQVLSGGWRNRRVASTSMNRESSRSHAVFTITIESMEKSNEIVNIRTSLLNLVDLAGSERQKDTHAEGMRLKEAGNINRSLSCLGQVIT.... Result: 0 (no interaction). (8) The miRNA is hsa-miR-3934-3p with sequence UGCUCAGGUUGCACAGCUGGGA. The protein sequence of the target gene is MAQSINITELNLPQLEMLKNQLDQEVEFLSTSIAQLKVVQTKYVEAKDCLNVLNKSNEGKELLVPLTSSMYVPGKLHDVEHVLIDVGTGYYVEKTAEDAKDFFKRKIDFLTKQMEKIQPALQEKHAMKQAVMEMMSQKIQQLTALGAAQATAKA. Result: 0 (no interaction). (9) The miRNA is mmu-miR-363-3p with sequence AAUUGCACGGUAUCCAUCUGUA. The protein sequence of the target gene is MLRLGLCAAALLCVCQPGAVRADCWLIEGDKGYVWLAICSQNQPPYETIPQHINSTVHDLRLNENKLKAVLYSSLNRFGNLTDLNLTKNEISYIEDGAFLGQTSLQVLQLGYNRLSNLTEGMLRGMSRLQFLFVQHNLIEVVTPTAFSECPSLISIDLSSNRLSRLDGATFASLASLMVCELAGNPFNCECDLFGFLAWLVVFNNVTKNYDRLQCESPREFAGYPLLVPRPYHSLNAITVLQAKCRNGSMPARPVSHPTPYSTDAQREPDENSGFNPDEILSVEPPASSTTDASAGPAIK.... Result: 0 (no interaction).